Task: Predict the product of the given reaction.. Dataset: Forward reaction prediction with 1.9M reactions from USPTO patents (1976-2016) (1) Given the reactants [Cl:1][C:2]1[CH:29]=[CH:28][C:5]([O:6][C:7]2[CH:27]=[CH:26][C:10]([CH2:11][CH2:12][O:13][C:14]3[NH:15][CH:16]=[C:17]([CH2:21][C:22]([F:25])([F:24])[F:23])[C:18](=[O:20])[N:19]=3)=[CH:9][CH:8]=2)=[CH:4][C:3]=1[C:30]([F:33])([F:32])[F:31].[CH3:34]CN(C(C)C)C(C)C.CI, predict the reaction product. The product is: [Cl:1][C:2]1[CH:29]=[CH:28][C:5]([O:6][C:7]2[CH:27]=[CH:26][C:10]([CH2:11][CH2:12][O:13][C:14]3[N:15]([CH3:34])[CH:16]=[C:17]([CH2:21][C:22]([F:25])([F:24])[F:23])[C:18](=[O:20])[N:19]=3)=[CH:9][CH:8]=2)=[CH:4][C:3]=1[C:30]([F:31])([F:33])[F:32]. (2) Given the reactants [CH3:1][C:2]([C@H:4]1[C@@H:8]2[C@@H:9]3[C@@:22]([CH3:25])([CH2:23][CH2:24][C@@:7]2([C:31]([OH:33])=[O:32])[CH2:6][CH2:5]1)[C@@:21]1([CH3:26])[C@@H:12]([C@:13]2([CH3:30])[C@@H:18]([CH2:19][CH2:20]1)[C:17]([CH3:28])([CH3:27])[C@@H:16]([OH:29])[CH2:15][CH2:14]2)[CH2:11][CH2:10]3)=[CH2:3].C1C(=O)N([Br:41])C(=O)C1, predict the reaction product. The product is: [Br:41][CH2:3][C:2]([C@H:4]1[CH:8]2[CH:9]3[C@@:22]([CH3:25])([CH2:23][CH2:24][C@@:7]2([C:31]([OH:33])=[O:32])[CH2:6][CH2:5]1)[C@@:21]1([CH3:26])[CH:12]([C@:13]2([CH3:30])[CH:18]([CH2:19][CH2:20]1)[C:17]([CH3:27])([CH3:28])[C@@H:16]([OH:29])[CH2:15][CH2:14]2)[CH2:11][CH2:10]3)=[CH2:1]. (3) The product is: [C:1]([O:5][C:6]([NH:8][C@@H:9]1[C@H:14]([NH:15][C:16]2[N:21]=[C:20]([C:43]#[C:44][C:45]3[CH:50]=[CH:49][CH:48]=[CH:47][CH:46]=3)[C:19]3[C:23](=[O:33])[N:24]([C:26]([O:28][C:29]([CH3:32])([CH3:31])[CH3:30])=[O:27])[CH2:25][C:18]=3[C:17]=2[F:34])[CH2:13][CH2:12][O:11][CH2:10]1)=[O:7])([CH3:4])([CH3:3])[CH3:2]. Given the reactants [C:1]([O:5][C:6]([NH:8][C@@H:9]1[C@H:14]([NH:15][C:16]2[N:21]=[C:20](Cl)[C:19]3[C:23](=[O:33])[N:24]([C:26]([O:28][C:29]([CH3:32])([CH3:31])[CH3:30])=[O:27])[CH2:25][C:18]=3[C:17]=2[F:34])[CH2:13][CH2:12][O:11][CH2:10]1)=[O:7])([CH3:4])([CH3:3])[CH3:2].CC1(C)C(C)(C)OB([C:43]#[C:44][C:45]2[CH:50]=[CH:49][CH:48]=[CH:47][CH:46]=2)O1.C(=O)([O-])[O-].[Na+].[Na+], predict the reaction product. (4) Given the reactants [Cl:1][C:2]1[N:7]=[C:6]([NH:8][C:9]2[CH:18]=[C:17]3[C:12]([CH2:13][CH2:14][N:15](C(OC(C)(C)C)=O)[CH2:16]3)=[CH:11][CH:10]=2)[C:5]([F:26])=[CH:4][N:3]=1, predict the reaction product. The product is: [Cl:1][C:2]1[N:7]=[C:6]([NH:8][C:9]2[CH:18]=[C:17]3[C:12]([CH2:13][CH2:14][NH:15][CH2:16]3)=[CH:11][CH:10]=2)[C:5]([F:26])=[CH:4][N:3]=1. (5) Given the reactants CC1C=CC(S([N:11]2[C@H:17]([CH2:18][NH:19][C:20]3[CH:25]=[CH:24][C:23]([C:26]([F:29])([F:28])[F:27])=[CH:22][N:21]=3)[CH2:16][C@@H:15]3[C@@H:13]([CH2:14]3)[CH2:12]2)(=O)=O)=CC=1.[C-]1C2C(=CC=CC=2)C=CC=1.[Na+].O, predict the reaction product. The product is: [C@@H:13]12[CH2:14][C@@H:15]1[CH2:16][C@@H:17]([CH2:18][NH:19][C:20]1[CH:25]=[CH:24][C:23]([C:26]([F:29])([F:27])[F:28])=[CH:22][N:21]=1)[NH:11][CH2:12]2. (6) Given the reactants Cl.[CH2:2]([O:5][C:6]1[CH:11]=[CH:10][C:9]([CH:12]=[CH:13][C:14](=[O:31])[CH2:15][CH:16]2[CH2:21][N:20]([C:22]3[CH:27]=[CH:26][C:25]([Cl:28])=[C:24]([O:29][CH3:30])[CH:23]=3)[CH2:19][CH2:18][NH:17]2)=[C:8]([CH3:32])[C:7]=1[CH3:33])[CH:3]=[CH2:4].C([O-])(=O)C.[NH4+], predict the reaction product. The product is: [CH2:2]([O:5][C:6]1[CH:11]=[CH:10][C:9]([CH:12]2[N:17]3[CH2:18][CH2:19][N:20]([C:22]4[CH:27]=[CH:26][C:25]([Cl:28])=[C:24]([O:29][CH3:30])[CH:23]=4)[CH2:21][CH:16]3[CH2:15][C:14](=[O:31])[CH2:13]2)=[C:8]([CH3:32])[C:7]=1[CH3:33])[CH:3]=[CH2:4]. (7) Given the reactants Cl([O-])=O.[Na+].[OH2:5].O.P([O-])(O)(O)=O.[Na+].[Cl:13][C:14]1[N:15]=[C:16]2[N:20]([C:21]=1[CH:22]=[O:23])[CH:19]=[CH:18][S:17]2, predict the reaction product. The product is: [Cl:13][C:14]1[N:15]=[C:16]2[N:20]([C:21]=1[C:22]([OH:5])=[O:23])[CH:19]=[CH:18][S:17]2.